From a dataset of Full USPTO retrosynthesis dataset with 1.9M reactions from patents (1976-2016). Predict the reactants needed to synthesize the given product. Given the product [ClH:43].[ClH:43].[CH3:1][O:2][C:3]1[N:4]=[C:5]2[C:10](=[CH:11][CH:12]=1)[N:9]=[CH:8][CH:7]=[C:6]2[N:13]1[CH2:17][CH2:16][CH:15]([NH:18][CH2:19][CH2:20][NH:21][CH2:33][C:31]2[CH:30]=[CH:29][C:26]3[O:27][CH2:28][C:23](=[O:22])[NH:24][C:25]=3[N:32]=2)[CH2:14]1, predict the reactants needed to synthesize it. The reactants are: [CH3:1][O:2][C:3]1[N:4]=[C:5]2[C:10](=[CH:11][CH:12]=1)[N:9]=[CH:8][CH:7]=[C:6]2[N:13]1[CH2:17][CH2:16][CH:15]([NH:18][CH2:19][CH2:20][NH2:21])[CH2:14]1.[O:22]=[C:23]1[CH2:28][O:27][C:26]2[CH:29]=[CH:30][C:31]([CH:33]=O)=[N:32][C:25]=2[NH:24]1.[BH4-].[Na+].C(=O)(O)[O-].[Na+].C(Cl)(Cl)[Cl:43].